Dataset: Forward reaction prediction with 1.9M reactions from USPTO patents (1976-2016). Task: Predict the product of the given reaction. (1) Given the reactants [Cl:1][C:2]1[CH:3]=[C:4]([CH2:16][C:17]([O:19]C)=O)[CH:5]=[C:6]([Cl:15])[C:7]=1[O:8][C:9]1[CH:14]=[CH:13][CH:12]=[CH:11][CH:10]=1.[NH2:21][OH:22], predict the reaction product. The product is: [OH:22][NH:21][C:17](=[O:19])[CH2:16][C:4]1[CH:3]=[C:2]([Cl:1])[C:7]([O:8][C:9]2[CH:14]=[CH:13][CH:12]=[CH:11][CH:10]=2)=[C:6]([Cl:15])[CH:5]=1. (2) The product is: [C:15]([O:14][C:13]([NH:12][CH2:11][C:10]1[CH:20]=[C:21]([C:34]2[CH:35]=[C:36]([C:41]([CH3:44])=[CH:42][CH:43]=2)[C:37]([O:39][CH3:40])=[O:38])[CH:22]=[CH:23][C:9]=1[O:8][CH2:1][C:2]1[CH:7]=[CH:6][CH:5]=[CH:4][CH:3]=1)=[O:19])([CH3:16])([CH3:17])[CH3:18]. Given the reactants [CH2:1]([O:8][C:9]1[CH:23]=[CH:22][C:21](B2OC(C)(C)C(C)(C)O2)=[CH:20][C:10]=1[CH2:11][NH:12][C:13](=[O:19])[O:14][C:15]([CH3:18])([CH3:17])[CH3:16])[C:2]1[CH:7]=[CH:6][CH:5]=[CH:4][CH:3]=1.Br[C:34]1[CH:35]=[C:36]([C:41]([CH3:44])=[CH:42][CH:43]=1)[C:37]([O:39][CH3:40])=[O:38].C(=O)([O-])[O-].[K+].[K+], predict the reaction product. (3) Given the reactants [CH3:1][CH2:2][O:3][C:4]([C:6]1[N:10]=[C:9]([CH:11]2[CH2:16][CH2:15][NH:14][CH2:13][CH2:12]2)[O:8][CH:7]=1)=[O:5].C(N(CC)CC)C.[CH3:24][S:25](Cl)(=[O:27])=[O:26].O, predict the reaction product. The product is: [CH3:24][S:25]([N:14]1[CH2:15][CH2:16][CH:11]([C:9]2[O:8][CH:7]=[C:6]([C:4]([O:3][CH2:2][CH3:1])=[O:5])[N:10]=2)[CH2:12][CH2:13]1)(=[O:27])=[O:26]. (4) Given the reactants [CH3:1][O:2][C:3]1[CH:4]=[C:5]([CH:17]=[CH:18][C:19](Cl)=[O:20])[CH:6]=[CH:7][C:8]=1[O:9][CH2:10][C:11]1[CH:16]=[CH:15][CH:14]=[CH:13][CH:12]=1.[CH3:22][C:23]1[CH:30]=[CH:29][C:26]([CH2:27][NH2:28])=[CH:25][CH:24]=1.C(N(CC)CC)C.O1CCCC1, predict the reaction product. The product is: [CH3:22][C:23]1[CH:30]=[CH:29][C:26]([CH2:27][NH:28][C:19](=[O:20])[CH:18]=[CH:17][C:5]2[CH:6]=[CH:7][C:8]([O:9][CH2:10][C:11]3[CH:16]=[CH:15][CH:14]=[CH:13][CH:12]=3)=[C:3]([O:2][CH3:1])[CH:4]=2)=[CH:25][CH:24]=1. (5) Given the reactants [CH2:1]([O:8][C:9]([N:11]1[CH2:16][CH2:15][CH:14]([CH:17]=O)[CH2:13][CH2:12]1)=[O:10])[C:2]1[CH:7]=[CH:6][CH:5]=[CH:4][CH:3]=1.[F:19][C:20]1[CH:21]=[C:22]([CH:24]=[CH:25][CH:26]=1)[NH2:23].S([O-])([O-])(=O)=O.[Na+].[Na+].C(O[BH-](OC(=O)C)OC(=O)C)(=O)C.[Na+].[OH-].[Na+], predict the reaction product. The product is: [CH2:1]([O:8][C:9]([N:11]1[CH2:16][CH2:15][CH:14]([CH2:17][NH:23][C:22]2[CH:24]=[CH:25][CH:26]=[C:20]([F:19])[CH:21]=2)[CH2:13][CH2:12]1)=[O:10])[C:2]1[CH:7]=[CH:6][CH:5]=[CH:4][CH:3]=1. (6) Given the reactants Br[C:2]1[CH:3]=[C:4]([CH3:12])[C:5]([F:11])=[C:6]([CH:10]=1)[C:7]([OH:9])=[O:8].[F:13][C:14]1[CH:15]=[C:16](B(O)O)[CH:17]=[CH:18][CH:19]=1.O1CCOCC1.C([O-])([O-])=O.[K+].[K+], predict the reaction product. The product is: [F:11][C:5]1[C:4]([CH3:12])=[CH:3][C:2]([C:18]2[CH:17]=[CH:16][CH:15]=[C:14]([F:13])[CH:19]=2)=[CH:10][C:6]=1[C:7]([OH:9])=[O:8]. (7) The product is: [CH2:1]([N:8]1[CH2:14][C:13]2[N:15]=[CH:16][C:17]([N:22]3[CH:23]=[CH:24][N:25]=[C:21]3[CH3:20])=[N:18][C:12]=2[O:11][CH2:10][CH2:9]1)[C:2]1[CH:7]=[CH:6][CH:5]=[CH:4][CH:3]=1. Given the reactants [CH2:1]([N:8]1[CH2:14][C:13]2[N:15]=[CH:16][C:17](Cl)=[N:18][C:12]=2[O:11][CH2:10][CH2:9]1)[C:2]1[CH:7]=[CH:6][CH:5]=[CH:4][CH:3]=1.[CH3:20][C:21]1[NH:22][CH:23]=[CH:24][N:25]=1.C(=O)([O-])[O-].[Cs+].[Cs+], predict the reaction product.